Dataset: Forward reaction prediction with 1.9M reactions from USPTO patents (1976-2016). Task: Predict the product of the given reaction. (1) Given the reactants [Br:1]C1C=C[C:5]([OH:8])=CC=1.[CH2:9]([C:12]1[C:17]([O:18][CH3:19])=[CH:16][CH:15]=[CH:14][C:13]=1C1OC=NC=1)[CH:10]=[CH2:11].C([Li])CCC.[NH4+], predict the reaction product. The product is: [CH2:9]([C:12]1[CH:13]=[C:14]([Br:1])[CH:15]=[CH:16][C:17]=1[O:18][CH3:19])[CH:10]=[CH2:11].[CH2:9]([C:12]1[CH:13]=[C:14]([CH:15]=[CH:16][C:17]=1[O:18][CH3:19])[CH:5]=[O:8])[CH:10]=[CH2:11]. (2) Given the reactants Cl[C:2]1[O:3][C:4]2[CH:10]=[C:9]([Cl:11])[CH:8]=[CH:7][C:5]=2[N:6]=1.FC(F)(F)C(O)=O.[NH:19]1[CH2:24][CH2:23][CH:22]([O:25][C:26]2[CH:31]=[CH:30][CH:29]=[CH:28][C:27]=2[NH:32][S:33]([C:36]2[CH:41]=[CH:40][CH:39]=[CH:38][N:37]=2)(=[O:35])=[O:34])[CH2:21][CH2:20]1, predict the reaction product. The product is: [Cl:11][C:9]1[CH:8]=[CH:7][C:5]2[N:6]=[C:2]([N:19]3[CH2:24][CH2:23][CH:22]([O:25][C:26]4[CH:31]=[CH:30][CH:29]=[CH:28][C:27]=4[NH:32][S:33]([C:36]4[CH:41]=[CH:40][CH:39]=[CH:38][N:37]=4)(=[O:35])=[O:34])[CH2:21][CH2:20]3)[O:3][C:4]=2[CH:10]=1. (3) Given the reactants [NH2:1][C:2]1[C:11]2[C:6](=[CH:7][CH:8]=[CH:9][CH:10]=2)[C:5]([S:12][CH2:13][C:14]([OH:16])=[O:15])=[CH:4][CH:3]=1.N1C=CC=CC=1.O.[S:24]1[CH:28]=[CH:27][CH:26]=[C:25]1[S:29](Cl)(=[O:31])=[O:30], predict the reaction product. The product is: [S:24]1[CH:28]=[CH:27][CH:26]=[C:25]1[S:29]([NH:1][C:2]1[C:11]2[C:6](=[CH:7][CH:8]=[CH:9][CH:10]=2)[C:5]([S:12][CH2:13][C:14]([OH:16])=[O:15])=[CH:4][CH:3]=1)(=[O:31])=[O:30]. (4) Given the reactants [CH3:1][O:2][C:3]1[CH:4]=[C:5]([C:11]2[CH:21]=[C:20]([C:22](O)=[O:23])[C:14]3[O:15][CH2:16][CH2:17][CH2:18][CH2:19][C:13]=3[CH:12]=2)[CH:6]=[CH:7][C:8]=1[O:9][CH3:10].Cl.Cl.[NH2:27][CH:28]([CH2:31][C:32]1[C:36]2=[N:37][CH:38]=[CH:39][CH:40]=[C:35]2[NH:34][CH:33]=1)[CH2:29][OH:30].C1C=CC2N(O)N=NC=2C=1.CCN=C=NCCCN(C)C, predict the reaction product. The product is: [OH:30][CH2:29][CH:28]([NH:27][C:22]([C:20]1[C:14]2[O:15][CH2:16][CH2:17][CH2:18][CH2:19][C:13]=2[CH:12]=[C:11]([C:5]2[CH:6]=[CH:7][C:8]([O:9][CH3:10])=[C:3]([O:2][CH3:1])[CH:4]=2)[CH:21]=1)=[O:23])[CH2:31][C:32]1[C:36]2=[N:37][CH:38]=[CH:39][CH:40]=[C:35]2[NH:34][CH:33]=1. (5) Given the reactants C([O:3][C:4]([C@@H:6]1[CH2:8][C@H:7]1[C:9]1[CH:10]=[C:11]([C:15]2[CH:20]=[CH:19][C:18]([Cl:21])=[CH:17][CH:16]=2)[CH:12]=[CH:13][CH:14]=1)=[O:5])C.[OH-].[K+].O, predict the reaction product. The product is: [Cl:21][C:18]1[CH:17]=[CH:16][C:15]([C:11]2[CH:12]=[CH:13][CH:14]=[C:9]([C@@H:7]3[CH2:8][C@H:6]3[C:4]([OH:5])=[O:3])[CH:10]=2)=[CH:20][CH:19]=1.